Dataset: Reaction yield outcomes from USPTO patents with 853,638 reactions. Task: Predict the reaction yield, written as a fraction of the theoretical maximum amount of product (1.0 means a 100% yield; for example, 0.34 means a 34% yield). (1) The reactants are CCCCCC[CH2:7][CH2:8][CH2:9][CH2:10][CH2:11][CH2:12][CH3:13].CO[C:16]1[CH:17]=[C:18]2[C:23](=[CH:24][CH:25]=1)[CH2:22][CH2:21][CH2:20][CH2:19]2.C1(C)C(C2C(C)=CC=CC=2)=CC=CC=1. No catalyst specified. The product is [CH3:13][C:12]1[CH:7]=[CH:8][C:9]([C:16]2[CH:17]=[C:18]3[C:23](=[CH:24][CH:25]=2)[CH2:22][CH2:21][CH2:20][CH2:19]3)=[CH:10][CH:11]=1. The yield is 0.350. (2) The reactants are CCN(C(C)C)C(C)C.[F:10][C:11]([F:35])([F:34])[C:12]1[N:16]2[N:17]=[C:18]([N:21]3[CH2:26][CH2:25][CH:24]([C:27]4[CH:28]=[C:29]([CH:31]=[CH:32][CH:33]=4)[NH2:30])[CH2:23][CH2:22]3)[CH:19]=[CH:20][C:15]2=[N:14][N:13]=1.[C:36](O)(=[O:38])[CH3:37].CN(C(ON1N=NC2C=CC=NC1=2)=[N+](C)C)C.F[P-](F)(F)(F)(F)F. The catalyst is CC(N(C)C)=O. The product is [F:35][C:11]([F:10])([F:34])[C:12]1[N:16]2[N:17]=[C:18]([N:21]3[CH2:26][CH2:25][CH:24]([C:27]4[CH:28]=[C:29]([NH:30][C:36](=[O:38])[CH3:37])[CH:31]=[CH:32][CH:33]=4)[CH2:23][CH2:22]3)[CH:19]=[CH:20][C:15]2=[N:14][N:13]=1. The yield is 0.940. (3) The reactants are [Cl:1][C:2]1[N:3]=[C:4](Cl)[C:5]2[C:10]([C:11]3[CH:20]=[CH:19][C:14]4[N:15]=[C:16]([CH3:18])[O:17][C:13]=4[CH:12]=3)=[CH:9][N:8]([CH2:21][O:22][CH2:23][CH2:24][Si:25]([CH3:28])([CH3:27])[CH3:26])[C:6]=2[N:7]=1.[CH:30]1([OH:35])[CH2:34][CH2:33][CH2:32][CH2:31]1.CC(C)([O-])C.[Na+].CCCCCC. The catalyst is O1CCOCC1.C(Cl)Cl. The product is [Cl:1][C:2]1[N:3]=[C:4]([O:35][CH:30]2[CH2:34][CH2:33][CH2:32][CH2:31]2)[C:5]2[C:10]([C:11]3[CH:20]=[CH:19][C:14]4[N:15]=[C:16]([CH3:18])[O:17][C:13]=4[CH:12]=3)=[CH:9][N:8]([CH2:21][O:22][CH2:23][CH2:24][Si:25]([CH3:27])([CH3:28])[CH3:26])[C:6]=2[N:7]=1. The yield is 0.880. (4) The reactants are [CH3:1][C:2]1[CH:3]=[CH:4][C:5]([N+:19]([O-])=O)=[C:6]([CH2:8][CH:9]([C:12]2[CH:13]=[N:14][C:15]([CH3:18])=[CH:16][CH:17]=2)[C:10]#N)[CH:7]=1. The catalyst is C1COCC1.CO.[C].[Pd]. The product is [CH3:1][C:2]1[CH:7]=[C:6]2[C:5](=[CH:4][CH:3]=1)[NH:19][CH2:10][CH:9]([C:12]1[CH:13]=[N:14][C:15]([CH3:18])=[CH:16][CH:17]=1)[CH2:8]2. The yield is 0.300. (5) The catalyst is S([O-])([O-])(=O)=O.[Cu+2]. The yield is 0.610. The product is [NH2:19][C:2]1[CH:7]=[CH:6][C:5]([N+:8]([O-:10])=[O:9])=[CH:4][C:3]=1[S:11]([NH2:14])(=[O:13])=[O:12]. The reactants are Cl[C:2]1[CH:7]=[CH:6][C:5]([N+:8]([O-:10])=[O:9])=[CH:4][C:3]=1[S:11]([NH2:14])(=[O:13])=[O:12].C(=O)([O-])[O-].[NH4+:19].[NH4+].[OH-].[NH4+]. (6) The reactants are [C:1]([Si:5]([CH3:17])([CH3:16])[O:6][C:7]1[CH:8]=[C:9]([CH:13]=[CH:14][CH:15]=1)[C:10]([OH:12])=O)([CH3:4])([CH3:3])[CH3:2].CCN=C=NCCCN(C)C.[NH2:29][C:30]1[CH:31]=[N:32][CH:33]=[C:34]([Br:36])[CH:35]=1. The catalyst is C(Cl)Cl. The product is [Br:36][C:34]1[CH:35]=[C:30]([NH:29][C:10](=[O:12])[C:9]2[CH:13]=[CH:14][CH:15]=[C:7]([O:6][Si:5]([C:1]([CH3:2])([CH3:3])[CH3:4])([CH3:17])[CH3:16])[CH:8]=2)[CH:31]=[N:32][CH:33]=1. The yield is 0.300. (7) The reactants are [F:1][C:2]1[CH:3]=[C:4]([C:27]2[C:28]([C:33]#[N:34])=[CH:29][CH:30]=[CH:31][CH:32]=2)[CH:5]=[CH:6][C:7]=1[CH2:8][C:9]1[C:14](=[O:15])[N:13]([C:16]2[CH:21]=[CH:20][C:19]([OH:22])=[CH:18][CH:17]=2)[C:12]([CH3:23])=[N:11][C:10]=1[CH2:24][CH2:25][CH3:26].[Si](O[CH:43]1[CH2:48][CH2:47][CH:46]([OH:49])[CH2:45][CH2:44]1)(C(C)(C)C)(C)C.C1(P(C2C=CC=CC=2)C2C=CC=CC=2)C=CC=CC=1.[N:70]([C:71]([O:73]C(C)C)=[O:72])=[N:70][C:71]([O:73]C(C)C)=[O:72]. The catalyst is O1CCCC1.O.C(OCC)(=O)C. The product is [F:1][C:2]1[CH:3]=[C:4]([C:27]2[CH:32]=[CH:31][CH:30]=[CH:29][C:28]=2[C:33]2[NH:70][C:71](=[O:72])[O:73][N:34]=2)[CH:5]=[CH:6][C:7]=1[CH2:8][C:9]1[C:14](=[O:15])[N:13]([C:16]2[CH:21]=[CH:20][C:19]([O:22][CH:43]3[CH2:44][CH2:45][CH:46]([OH:49])[CH2:47][CH2:48]3)=[CH:18][CH:17]=2)[C:12]([CH3:23])=[N:11][C:10]=1[CH2:24][CH2:25][CH3:26]. The yield is 0.430. (8) The reactants are C(S[C:9]1[CH:10]=[C:11]2[C:16](=[CH:17][CH:18]=1)[C:15]([C:19]1[C:24]([O:25][CH3:26])=[CH:23][N:22]([C:27]3[CH:32]=[C:31]([F:33])[CH:30]=[C:29]([F:34])[CH:28]=3)[C:21](=[O:35])[CH:20]=1)=[N:14][CH:13]=[CH:12]2)C1C=CC=CC=1.ClN1C(C)(C)C(=O)N(Cl)C1=O.[S:47](Cl)(Cl)(=[O:49])=[O:48].[F:52][C:53]1[C:58]([F:59])=[C:57]([F:60])[C:56]([F:61])=[C:55]([F:62])[C:54]=1[OH:63].C(N(CC)CC)C. The catalyst is CCOC(C)=O.O.C(O)(=O)C.C(Cl)Cl. The product is [F:34][C:29]1[CH:28]=[C:27]([N:22]2[CH:23]=[C:24]([O:25][CH3:26])[C:19]([C:15]3[C:16]4[C:11](=[CH:10][C:9]([S:47]([O:63][C:54]5[C:53]([F:52])=[C:58]([F:59])[C:57]([F:60])=[C:56]([F:61])[C:55]=5[F:62])(=[O:49])=[O:48])=[CH:18][CH:17]=4)[CH:12]=[CH:13][N:14]=3)=[CH:20][C:21]2=[O:35])[CH:32]=[C:31]([F:33])[CH:30]=1. The yield is 0.266. (9) The product is [NH2:1][C:4]1[CH:5]=[N:6][C:7]([NH:10][C:11](=[O:13])[CH3:12])=[N:8][CH:9]=1. The reactants are [N+:1]([C:4]1[CH:5]=[N:6][C:7]([NH:10][C:11](=[O:13])[CH3:12])=[N:8][CH:9]=1)([O-])=O. The catalyst is CO.[Pd]. The yield is 1.00.